This data is from Full USPTO retrosynthesis dataset with 1.9M reactions from patents (1976-2016). The task is: Predict the reactants needed to synthesize the given product. (1) Given the product [CH2:33]([N:35]([CH2:39][CH3:40])[C:36]([NH:14][C:13]1[C:9]([C:7]2[NH:6][C:5]3[CH:21]=[C:22]([O:23][CH2:24][CH2:25][CH2:26][N:27]4[CH2:32][CH2:31][CH2:30][CH2:29][CH2:28]4)[C:2]([F:1])=[CH:3][C:4]=3[N:8]=2)=[N:10][N:11]([CH:15]2[CH2:20][CH2:19][CH2:18][CH2:17][O:16]2)[CH:12]=1)=[O:37])[CH3:34], predict the reactants needed to synthesize it. The reactants are: [F:1][C:2]1[C:22]([O:23][CH2:24][CH2:25][CH2:26][N:27]2[CH2:32][CH2:31][CH2:30][CH2:29][CH2:28]2)=[CH:21][C:5]2[NH:6][C:7]([C:9]3[C:13]([NH2:14])=[CH:12][N:11]([CH:15]4[CH2:20][CH2:19][CH2:18][CH2:17][O:16]4)[N:10]=3)=[N:8][C:4]=2[CH:3]=1.[CH2:33]([N:35]([CH2:39][CH3:40])[C:36](Cl)=[O:37])[CH3:34].C(N(CC)C(C)C)(C)C. (2) Given the product [CH3:3][C:2]([C:35]([OH:37])=[O:36])([C:4]1[CH:9]=[CH:8][C:7]([CH:10]([OH:34])[CH2:11][CH2:12][CH2:13][N:14]2[CH2:15][CH2:16][CH:17]([C:20]([OH:33])([C:21]3[CH:26]=[CH:25][CH:24]=[CH:23][CH:22]=3)[C:27]3[CH:28]=[CH:29][CH:30]=[CH:31][CH:32]=3)[CH2:18][CH2:19]2)=[CH:6][CH:5]=1)[CH3:1], predict the reactants needed to synthesize it. The reactants are: [CH3:1][C:2]([C:35]([OH:37])=[O:36])([C:4]1[CH:5]=[CH:6][C:7]([CH:10]([OH:34])[CH2:11][CH2:12][CH2:13][N:14]2[CH2:19][CH2:18][CH:17]([C:20]([OH:33])([C:27]3[CH:28]=[CH:29][CH:30]=[CH:31][CH:32]=3)[C:21]3[CH:22]=[CH:23][CH:24]=[CH:25][CH:26]=3)[CH2:16][CH2:15]2)=[CH:8][CH:9]=1)[CH3:3].Cl.C(N(CC)CC)C. (3) Given the product [CH2:1]([CH:4]([C:8]1[CH:9]=[CH:10][C:11]([CH:14]=[O:15])=[CH:12][CH:13]=1)[CH2:5][CH2:6][CH3:7])[CH2:2][CH3:3], predict the reactants needed to synthesize it. The reactants are: [CH2:1]([CH:4]([C:8]1[CH:13]=[CH:12][CH:11]=[CH:10][CH:9]=1)[CH2:5][CH2:6][CH3:7])[CH2:2][CH3:3].[CH3:14][O:15]C(Cl)Cl. (4) The reactants are: [CH3:1][C:2]([CH2:8][CH2:9][CH2:10][CH:11]([CH3:23])[CH2:12][CH2:13][CH2:14][CH:15]([CH3:22])[CH2:16][CH2:17][CH2:18][CH:19]([CH3:21])[CH3:20])=[CH:3][C:4]([O:6][CH3:7])=[O:5].[OH:24][CH2:25][CH:26](CO)[OH:27].C(=O)([O-])[O-].[K+].[K+].Cl. Given the product [CH3:1][C:2]([CH2:8][CH2:9][CH2:10][CH:11]([CH3:23])[CH2:12][CH2:13][CH2:14][CH:15]([CH3:22])[CH2:16][CH2:17][CH2:18][CH:19]([CH3:21])[CH3:20])=[CH:3][C:4]([O:6][CH2:7][CH:25]([CH2:26][OH:27])[OH:24])=[O:5], predict the reactants needed to synthesize it. (5) Given the product [ClH:10].[CH:1]1([N:4]2[CH2:9][CH2:8][N:7]([C:11]3[CH:20]=[CH:19][C:18]4[C:13](=[CH:14][C:15]([F:22])=[C:16]([CH3:21])[CH:17]=4)[N:12]=3)[CH2:6][CH2:5]2)[CH2:3][CH2:2]1, predict the reactants needed to synthesize it. The reactants are: [CH:1]1([N:4]2[CH2:9][CH2:8][NH:7][CH2:6][CH2:5]2)[CH2:3][CH2:2]1.[Cl:10][C:11]1[CH:20]=[CH:19][C:18]2[C:13](=[CH:14][C:15]([F:22])=[C:16]([CH3:21])[CH:17]=2)[N:12]=1. (6) Given the product [C:1]([NH:5][C:6]([C:9]1[CH:14]=[CH:13][C:12]([NH:15][C:16]([C:18]2[NH:19][CH:20]=[C:21]([C:23]#[N:24])[N:22]=2)=[O:17])=[C:11]([C:25]2[CH2:30][CH2:29][CH2:28][CH2:27][CH:26]=2)[CH:10]=1)([CH3:8])[CH3:7])(=[O:3])[CH3:2], predict the reactants needed to synthesize it. The reactants are: [C:1](O)(=[O:3])[CH3:2].[NH2:5][C:6]([C:9]1[CH:14]=[CH:13][C:12]([NH:15][C:16]([C:18]2[NH:19][CH:20]=[C:21]([C:23]#[N:24])[N:22]=2)=[O:17])=[C:11]([C:25]2[CH2:30][CH2:29][CH2:28][CH2:27][CH:26]=2)[CH:10]=1)([CH3:8])[CH3:7].CCN(C(C)C)C(C)C.CN(C1C=CC=CN=1)C.C(Cl)(=O)C.